This data is from Full USPTO retrosynthesis dataset with 1.9M reactions from patents (1976-2016). The task is: Predict the reactants needed to synthesize the given product. Given the product [Br:30][C:31]1[CH:32]=[CH:33][C:34]([CH:37]=[C:3]([CH3:4])[CH3:2])=[CH:35][N:36]=1, predict the reactants needed to synthesize it. The reactants are: [I-].[CH3:2][CH:3]([P+](C1C=CC=CC=1)(C1C=CC=CC=1)C1C=CC=CC=1)[CH3:4].C(O[K])(C)(C)C.[Br:30][C:31]1[N:36]=[CH:35][C:34]([CH:37]=O)=[CH:33][CH:32]=1.[Cl-].[NH4+].